This data is from M1 muscarinic receptor antagonist screen with 61,756 compounds. The task is: Binary Classification. Given a drug SMILES string, predict its activity (active/inactive) in a high-throughput screening assay against a specified biological target. (1) The compound is Clc1ccc(c2c3n(nc2)c(NCCN2CCOCC2)cc(n3)C)cc1. The result is 0 (inactive). (2) The drug is O(c1c(OC)cc(cc1OC)C(=O)Nc1ccc(NC(=O)c2occc2)nc1)C. The result is 0 (inactive). (3) The result is 0 (inactive). The molecule is S(=O)(=O)(N1CCN(CC1)C(=O)Cc1c2c(oc1)cc(cc2)C)c1cc2OCCOc2cc1. (4) The drug is s1c(c2nn(nn2)CC(=O)N2CCc3c(C2)cccc3)ccc1. The result is 0 (inactive). (5) The drug is S(=O)(=O)(N)c1sc2c(n1)ccc(OCC)c2. The result is 0 (inactive). (6) The molecule is Clc1c(CN(c2ncc(S(=O)(=O)N3CCOCC3)cc2)C)c(F)ccc1. The result is 0 (inactive). (7) The drug is Fc1c(ccc(NC(=O)CS(=O)CC(=O)Nc2c(c(ccc2)C)C)c1)C. The result is 0 (inactive).